Dataset: Serine/threonine kinase 33 screen with 319,792 compounds. Task: Binary Classification. Given a drug SMILES string, predict its activity (active/inactive) in a high-throughput screening assay against a specified biological target. (1) The molecule is O=c1[nH]c2c(c(NCCCN3C(CCCC3)C)c1C=O)cccc2. The result is 0 (inactive). (2) The compound is Clc1c(cc(NC(=O)CN(S(=O)(=O)c2ccccc2)c2cc(OC)ccc2)cc1)C(OC)=O. The result is 0 (inactive). (3) The drug is FC(F)(F)c1cc(CNC(=O)CCC(=O)N2CC3CC(C2)c2n(C3)c(=O)ccc2)ccc1. The result is 0 (inactive). (4) The drug is Clc1c(N\N=C2\C(CC(=O)CC2=O)(C)C)c(Cl)cc(Cl)c1. The result is 0 (inactive). (5) The molecule is O1C(CCCC(=O)CCCC=Cc2c(C1=O)c(O)cc(O)c2)C. The result is 1 (active). (6) The drug is FC(F)Oc1ccc(NC(=O)CN2C(=O)N(Cc3ccccc3)C(=O)C2=O)cc1. The result is 0 (inactive). (7) The compound is S(c1n(C2CCCCC2)c(O)c(c(=O)n1)CC)CC(=O)Nc1sc2c(n1)cccc2. The result is 0 (inactive).